Predict the reactants needed to synthesize the given product. From a dataset of Full USPTO retrosynthesis dataset with 1.9M reactions from patents (1976-2016). The reactants are: Cl[C:2]1[C:7]([N+:8]([O-:10])=[O:9])=[CH:6][N:5]=[C:4]2[CH:11]=[CH:12][S:13][C:3]=12.[NH2:14][CH:15]1[CH2:20][CH2:19][CH:18]([NH:21][C:22](=[O:28])[O:23][C:24]([CH3:27])([CH3:26])[CH3:25])[CH2:17][CH2:16]1.C(N(CC)CC)C. Given the product [N+:8]([C:7]1[C:2]([NH:14][CH:15]2[CH2:20][CH2:19][CH:18]([NH:21][C:22](=[O:28])[O:23][C:24]([CH3:26])([CH3:25])[CH3:27])[CH2:17][CH2:16]2)=[C:3]2[S:13][CH:12]=[CH:11][C:4]2=[N:5][CH:6]=1)([O-:10])=[O:9], predict the reactants needed to synthesize it.